This data is from Full USPTO retrosynthesis dataset with 1.9M reactions from patents (1976-2016). The task is: Predict the reactants needed to synthesize the given product. (1) Given the product [CH3:1][C:2]1([CH3:41])[CH2:7][C:6](=[O:8])[N:5]([CH2:9][CH2:10][C:11]2[CH:12]=[CH:13][C:14]([O:17][C:18]([N:20]3[CH2:21][CH2:22][CH:23]([O:26][C:27]4[CH:28]=[CH:29][C:30]([CH2:33][C:34]([OH:36])=[O:35])=[CH:31][CH:32]=4)[CH2:24][CH2:25]3)=[O:19])=[CH:15][CH:16]=2)[C:4](=[O:40])[CH2:3]1, predict the reactants needed to synthesize it. The reactants are: [CH3:1][C:2]1([CH3:41])[CH2:7][C:6](=[O:8])[N:5]([CH2:9][CH2:10][C:11]2[CH:16]=[CH:15][C:14]([O:17][C:18]([N:20]3[CH2:25][CH2:24][CH:23]([O:26][C:27]4[CH:32]=[CH:31][C:30]([CH2:33][C:34]([O:36]CC=C)=[O:35])=[CH:29][CH:28]=4)[CH2:22][CH2:21]3)=[O:19])=[CH:13][CH:12]=2)[C:4](=[O:40])[CH2:3]1.N1CCOCC1. (2) Given the product [F:20][C:21]([F:29])([S:25]([O-:28])(=[O:27])=[O:26])[CH:22]([F:24])[F:23].[CH2:2]([N+:14]1[CH:18]=[CH:17][N:16]([CH3:19])[CH:15]=1)[CH2:3][CH2:4][CH2:5][CH2:6][CH2:7][CH2:8][CH2:9][CH2:10][CH2:11][CH2:12][CH3:13], predict the reactants needed to synthesize it. The reactants are: [Cl-].[CH2:2]([N+:14]1[CH:18]=[CH:17][N:16]([CH3:19])[CH:15]=1)[CH2:3][CH2:4][CH2:5][CH2:6][CH2:7][CH2:8][CH2:9][CH2:10][CH2:11][CH2:12][CH3:13].[F:20][C:21]([F:29])([S:25]([O-:28])(=[O:27])=[O:26])[CH:22]([F:24])[F:23].[K+]. (3) Given the product [BrH:34].[NH2:1][C:2]1[N:3]=[CH:4][C:5]([C:17]2[CH:18]=[CH:19][C:20]([C:23]([N:25]3[CH2:30][CH2:29][N:28]([CH3:31])[CH2:27][CH2:26]3)=[O:24])=[CH:21][CH:22]=2)=[N:6][C:7]=1[C:8]1[O:9][C:10]2[CH:15]=[CH:14][N:13]=[CH:12][C:11]=2[N:16]=1, predict the reactants needed to synthesize it. The reactants are: [NH2:1][C:2]1[N:3]=[CH:4][C:5]([C:17]2[CH:22]=[CH:21][C:20]([C:23]([N:25]3[CH2:30][CH2:29][N:28]([CH3:31])[CH2:27][CH2:26]3)=[O:24])=[CH:19][CH:18]=2)=[N:6][C:7]=1[C:8]1[O:9][C:10]2[CH:15]=[CH:14][N:13]=[CH:12][C:11]=2[N:16]=1.CO.[BrH:34]. (4) Given the product [O:47]=[C:43]1[CH:42]=[C:41]([C:38]2[CH:37]=[CH:36][C:35]([C:34]([F:49])([F:33])[F:48])=[CH:40][N:39]=2)[CH:46]=[CH:45][N:44]1[C:2]1[CH:3]=[CH:4][C:5]2[C:6]3[CH2:25][N:24]([C:26]([O:28][C:29]([CH3:32])([CH3:31])[CH3:30])=[O:27])[CH2:23][CH2:22][CH2:21][C:7]=3[N:8]([S:11]([C:14]3[CH:20]=[CH:19][C:17]([CH3:18])=[CH:16][CH:15]=3)(=[O:13])=[O:12])[C:9]=2[CH:10]=1, predict the reactants needed to synthesize it. The reactants are: Br[C:2]1[CH:3]=[CH:4][C:5]2[C:6]3[CH2:25][N:24]([C:26]([O:28][C:29]([CH3:32])([CH3:31])[CH3:30])=[O:27])[CH2:23][CH2:22][CH2:21][C:7]=3[N:8]([S:11]([C:14]3[CH:20]=[CH:19][C:17]([CH3:18])=[CH:16][CH:15]=3)(=[O:13])=[O:12])[C:9]=2[CH:10]=1.[F:33][C:34]([F:49])([F:48])[C:35]1[CH:36]=[CH:37][C:38]([C:41]2[CH:46]=[CH:45][NH:44][C:43](=[O:47])[CH:42]=2)=[N:39][CH:40]=1.C([O-])([O-])=O.[Cs+].[Cs+].OC1C=CC=C2C=1N=CC=C2. (5) Given the product [OH:20][CH2:19][CH:17]1[O:16][N:15]=[C:14]([C:11]2[N:10]=[CH:9][C:8]([C:7]3[CH:6]=[CH:5][C:4]([N:22]4[CH2:26][C@H:25]([CH2:27][N:28]5[CH:32]=[CH:31][N:30]=[N:29]5)[O:24][C:23]4=[O:33])=[CH:3][C:2]=3[F:1])=[CH:13][CH:12]=2)[CH2:18]1, predict the reactants needed to synthesize it. The reactants are: [F:1][C:2]1[CH:3]=[C:4]([N:22]2[CH2:26][C@H:25]([CH2:27][N:28]3[CH:32]=[CH:31][N:30]=[N:29]3)[O:24][C:23]2=[O:33])[CH:5]=[CH:6][C:7]=1[C:8]1[CH:9]=[N+:10]([O-])[C:11]([C:14]2[CH2:18][CH:17]([CH2:19][OH:20])[O:16][N:15]=2)=[CH:12][CH:13]=1.C(=O)([O-])[O-].[K+].[K+]. (6) Given the product [CH3:1][O:2][C:3]1[CH:8]=[CH:7][C:6]([O:9][CH3:10])=[CH:5][C:4]=1[C:11]1[N:15]([CH2:16][C:17]([OH:19])=[O:18])[C:14]2[CH:21]=[CH:22][CH:23]=[CH:24][C:13]=2[N:12]=1, predict the reactants needed to synthesize it. The reactants are: [CH3:1][O:2][C:3]1[CH:8]=[CH:7][C:6]([O:9][CH3:10])=[CH:5][C:4]=1[C:11]1[N:15]([CH2:16][C:17]([O:19]C)=[O:18])[C:14]2[CH:21]=[CH:22][CH:23]=[CH:24][C:13]=2[N:12]=1.[OH-].[Na+]. (7) Given the product [C:1]([O:4][CH2:5][O:37][C:35](=[O:36])[C@H:34]([OH:38])[CH2:33][C@H:32]([NH:31][C:29]([C:26]1[CH:27]=[CH:28][C:23]2[N:22]=[N:21][N:20]([OH:19])[C:24]=2[CH:25]=1)=[O:30])[CH2:39][C:40]1[CH:45]=[CH:44][C:43]([C:46]2[CH:51]=[CH:50][CH:49]=[C:48]([Cl:52])[CH:47]=2)=[CH:42][CH:41]=1)(=[O:3])[CH3:2], predict the reactants needed to synthesize it. The reactants are: [C:1]([O:4][CH2:5]Br)(=[O:3])[CH3:2].CCOCC.C([O:19][N:20]1[C:24]2[CH:25]=[C:26]([C:29]([NH:31][C@H:32]([CH2:39][C:40]3[CH:45]=[CH:44][C:43]([C:46]4[CH:51]=[CH:50][CH:49]=[C:48]([Cl:52])[CH:47]=4)=[CH:42][CH:41]=3)[CH2:33][C@@H:34]([OH:38])[C:35]([OH:37])=[O:36])=[O:30])[CH:27]=[CH:28][C:23]=2[N:22]=[N:21]1)C1C=CC=CC=1.CC(C)=O.C1COCC1.